From a dataset of Peptide-MHC class II binding affinity with 134,281 pairs from IEDB. Regression. Given a peptide amino acid sequence and an MHC pseudo amino acid sequence, predict their binding affinity value. This is MHC class II binding data. (1) The peptide sequence is AAATAGTTVYGAFAF. The MHC is HLA-DQA10401-DQB10402 with pseudo-sequence HLA-DQA10401-DQB10402. The binding affinity (normalized) is 0.644. (2) The peptide sequence is APEVKYTVFEKALKK. The MHC is HLA-DQA10401-DQB10402 with pseudo-sequence HLA-DQA10401-DQB10402. The binding affinity (normalized) is 0.340. (3) The peptide sequence is WLGARYLEFEALGFLKK. The binding affinity (normalized) is 0.425. The MHC is HLA-DQA10201-DQB10301 with pseudo-sequence HLA-DQA10201-DQB10301. (4) The peptide sequence is EHELYVAVLSNALHR. The MHC is DRB1_1001 with pseudo-sequence DRB1_1001. The binding affinity (normalized) is 0.503. (5) The peptide sequence is FIKVRQYDQILIEICGKKAIGTV. The MHC is DRB1_0701 with pseudo-sequence DRB1_0701. The binding affinity (normalized) is 0.309. (6) The MHC is DRB1_0101 with pseudo-sequence DRB1_0101. The peptide sequence is GELQIVDGIDAAFKI. The binding affinity (normalized) is 0.684. (7) The peptide sequence is IGRNPNRDGDSYYYS. The MHC is DRB5_0101 with pseudo-sequence DRB5_0101. The binding affinity (normalized) is 0.329. (8) The peptide sequence is AAPAAGYTPATPAAP. The MHC is HLA-DQA10301-DQB10302 with pseudo-sequence HLA-DQA10301-DQB10302. The binding affinity (normalized) is 0.211. (9) The peptide sequence is GELQIFDKIDAAFKI. The MHC is DRB3_0101 with pseudo-sequence DRB3_0101. The binding affinity (normalized) is 0.773. (10) The peptide sequence is IPAGELQIIDKIDAA. The MHC is HLA-DQA10101-DQB10501 with pseudo-sequence HLA-DQA10101-DQB10501. The binding affinity (normalized) is 0.285.